This data is from M1 muscarinic receptor antagonist screen with 61,756 compounds. The task is: Binary Classification. Given a drug SMILES string, predict its activity (active/inactive) in a high-throughput screening assay against a specified biological target. (1) The compound is S1CC(O)(N2C1=C(C(C(=C2C)C(OCC)=O)c1ccc(cc1)C(OC)=O)C#N)C(C)(C)C. The result is 0 (inactive). (2) The drug is O(C(=O)N1CCN(CC1)C(=O)Cc1ccc(cc1)C)CC. The result is 0 (inactive). (3) The compound is [O-][n+]1n(nc(c1)C)c1ccc(cc1)C(O)=O. The result is 0 (inactive).